This data is from Full USPTO retrosynthesis dataset with 1.9M reactions from patents (1976-2016). The task is: Predict the reactants needed to synthesize the given product. (1) Given the product [ClH:1].[NH2:8][CH:9]([CH2:37][OH:38])[C:10]([NH:12][C:13]1[CH:18]=[C:17]([C:19]([C:23]2[CH:28]=[C:27]([O:29][CH3:30])[C:26]([O:31][CH3:32])=[C:25]([O:33][CH3:34])[CH:24]=2)=[CH:20][C:21]#[N:22])[CH:16]=[CH:15][C:14]=1[O:35][CH3:36])=[O:11], predict the reactants needed to synthesize it. The reactants are: [ClH:1].O1CCOCC1.[NH2:8][CH:9]([CH2:37][O:38]C(C)(C)C)[C:10]([NH:12][C:13]1[CH:18]=[C:17]([C:19]([C:23]2[CH:28]=[C:27]([O:29][CH3:30])[C:26]([O:31][CH3:32])=[C:25]([O:33][CH3:34])[CH:24]=2)=[CH:20][C:21]#[N:22])[CH:16]=[CH:15][C:14]=1[O:35][CH3:36])=[O:11].CCOCC. (2) The reactants are: [NH2:1][CH2:2][C:3]1([C:24]([F:27])([F:26])[F:25])[C:12]2[C:7](=[CH:8][CH:9]=[C:10]([Br:13])[CH:11]=2)[N:6]([CH2:14][C:15]2[CH:20]=[CH:19][C:18]([O:21][CH3:22])=[CH:17][CH:16]=2)[C:5](=[O:23])[NH:4]1.[F:28][C:29]1[CH:37]=[CH:36][C:32]([C:33](O)=[O:34])=[CH:31][CH:30]=1.O.OC1C2N=NNC=2C=CC=1.C(N(CC)CC)C.Cl.C(N=C=NCCCN(C)C)C. Given the product [Br:13][C:10]1[CH:11]=[C:12]2[C:7](=[CH:8][CH:9]=1)[N:6]([CH2:14][C:15]1[CH:16]=[CH:17][C:18]([O:21][CH3:22])=[CH:19][CH:20]=1)[C:5](=[O:23])[NH:4][C:3]2([CH2:2][NH:1][C:33](=[O:34])[C:32]1[CH:36]=[CH:37][C:29]([F:28])=[CH:30][CH:31]=1)[C:24]([F:26])([F:27])[F:25], predict the reactants needed to synthesize it. (3) Given the product [O:26]1[C:25]2[CH:29]=[CH:30][C:22]([CH2:21][NH:20][CH2:31][CH2:32][NH:33][CH:11]([C:9]3[N:10]=[C:6]([N:1]4[CH:5]=[CH:4][N:3]=[CH:2]4)[S:7][CH:8]=3)[CH3:12])=[CH:23][C:24]=2[O:28][CH2:27]1, predict the reactants needed to synthesize it. The reactants are: [N:1]1([C:6]2[S:7][CH:8]=[C:9]([C:11](=O)[CH3:12])[N:10]=2)[CH:5]=[CH:4][N:3]=[CH:2]1.C(OC(=O)[N:20]([CH2:31][CH2:32][NH2:33])[CH2:21][C:22]1[CH:30]=[CH:29][C:25]2[O:26][CH2:27][O:28][C:24]=2[CH:23]=1)(C)(C)C.